Dataset: Full USPTO retrosynthesis dataset with 1.9M reactions from patents (1976-2016). Task: Predict the reactants needed to synthesize the given product. Given the product [Br:10][C:11]1[CH:12]=[C:13]2[C:18](=[CH:19][CH:20]=1)[C:17]([O:5][CH:3]([CH3:4])[C:2]([F:7])([F:6])[F:1])=[N:16][N:15]=[CH:14]2, predict the reactants needed to synthesize it. The reactants are: [F:1][C:2]([F:7])([F:6])[CH:3]([OH:5])[CH3:4].[H-].[Na+].[Br:10][C:11]1[CH:12]=[C:13]2[C:18](=[CH:19][CH:20]=1)[C:17](Cl)=[N:16][N:15]=[CH:14]2.